Dataset: hERG potassium channel inhibition data for cardiac toxicity prediction from Karim et al.. Task: Regression/Classification. Given a drug SMILES string, predict its toxicity properties. Task type varies by dataset: regression for continuous values (e.g., LD50, hERG inhibition percentage) or binary classification for toxic/non-toxic outcomes (e.g., AMES mutagenicity, cardiotoxicity, hepatotoxicity). Dataset: herg_karim. (1) The compound is O=c1ccc2ncc(F)c3c2n1C[C@@]3(O)CC12CCC(NC/C=C/c3ccccn3)(CC1)CO2. The result is 1 (blocker). (2) The molecule is N#Cc1ccc(Cn2cncc2CN(CCCN)C2CCN(Cc3cccc(Cl)c3)C2=O)cc1. The result is 1 (blocker). (3) The drug is C#Cc1cccc(Nc2ncnc3cc(OC)c(OCCCCCCC(=O)NO)cc23)c1. The result is 0 (non-blocker). (4) The molecule is Cc1c([C@H]2CN3CCN(C(=O)Cc4ccc(-n5cnnn5)nc4)C[C@@H]3CO2)ccc2c1COC2=O. The result is 0 (non-blocker).